This data is from Catalyst prediction with 721,799 reactions and 888 catalyst types from USPTO. The task is: Predict which catalyst facilitates the given reaction. (1) Reactant: [CH3:1][Si:2]([CH3:29])([CH3:28])[CH2:3][CH2:4][O:5][CH2:6][N:7]1[C:11]2[N:12]=[CH:13][N:14]=[C:15]([C:16]3[CH:17]=[N:18][N:19]([CH:21]([CH2:25][CH2:26][OH:27])[CH2:22][CH2:23][OH:24])[CH:20]=3)[C:10]=2[CH:9]=[CH:8]1.C(Cl)Cl.[CH3:33][S:34](Cl)(=[O:36])=[O:35]. Product: [CH3:33][S:34]([O:27][CH2:26][CH2:25][CH:21]([N:19]1[CH:20]=[C:16]([C:15]2[C:10]3[CH:9]=[CH:8][N:7]([CH2:6][O:5][CH2:4][CH2:3][Si:2]([CH3:1])([CH3:28])[CH3:29])[C:11]=3[N:12]=[CH:13][N:14]=2)[CH:17]=[N:18]1)[CH2:22][CH2:23][O:24][S:34]([CH3:33])(=[O:36])=[O:35])(=[O:36])=[O:35]. The catalyst class is: 6. (2) Reactant: [Br:1][CH2:2][CH2:3][NH2:4].[C:5](Cl)([C:18]1[CH:23]=[CH:22][CH:21]=[CH:20][CH:19]=1)([C:12]1[CH:17]=[CH:16][CH:15]=[CH:14][CH:13]=1)[C:6]1[CH:11]=[CH:10][CH:9]=[CH:8][CH:7]=1.C(N(CC)CC)C. Product: [Br:1][CH2:2][CH2:3][NH:4][C:5]([C:6]1[CH:11]=[CH:10][CH:9]=[CH:8][CH:7]=1)([C:18]1[CH:19]=[CH:20][CH:21]=[CH:22][CH:23]=1)[C:12]1[CH:13]=[CH:14][CH:15]=[CH:16][CH:17]=1. The catalyst class is: 4. (3) Reactant: [NH2:1][C:2]1[CH:7]=[CH:6][C:5]([C@@H:8]2[O:13][CH2:12][CH2:11][N:10]([C@@H:14]([C:16]3[CH:21]=[CH:20][CH:19]=[CH:18][CH:17]=3)[CH3:15])[CH2:9]2)=[CH:4][CH:3]=1.Cl[C:23]1[CH:28]=[CH:27][CH:26]=[CH:25][N:24]=1.CC(C)([O-])C.[K+].[Cl-].C(C1C=CC=C(C(C)C)C=1[N+]1C=CN(C2C(C(C)C)=CC=CC=2C(C)C)C=1)(C)C. Product: [C:16]1([C@H:14]([N:10]2[CH2:11][CH2:12][O:13][C@@H:8]([C:5]3[CH:4]=[CH:3][C:2]([NH:1][C:23]4[CH:28]=[CH:27][CH:26]=[CH:25][N:24]=4)=[CH:7][CH:6]=3)[CH2:9]2)[CH3:15])[CH:17]=[CH:18][CH:19]=[CH:20][CH:21]=1. The catalyst class is: 62. (4) Reactant: [C:1]12([CH2:11][O:12][C:13]3[CH:21]=[CH:20][C:16]([C:17]([NH2:19])=[O:18])=[CH:15][C:14]=3[C:22]3[C:23]([O:28][CH3:29])=[N:24][CH:25]=[CH:26][CH:27]=3)[CH2:10][CH:5]3[CH2:6][CH:7]([CH2:9][CH:3]([CH2:4]3)[CH2:2]1)[CH2:8]2.[H-].[Na+].[CH3:32][S:33](Cl)(=[O:35])=[O:34]. Product: [C:1]12([CH2:11][O:12][C:13]3[CH:21]=[CH:20][C:16]([C:17]([NH:19][S:33]([CH3:32])(=[O:35])=[O:34])=[O:18])=[CH:15][C:14]=3[C:22]3[C:23]([O:28][CH3:29])=[N:24][CH:25]=[CH:26][CH:27]=3)[CH2:8][CH:7]3[CH2:6][CH:5]([CH2:4][CH:3]([CH2:9]3)[CH2:2]1)[CH2:10]2. The catalyst class is: 7. (5) Reactant: [Br:1][C:2]1[S:3][C:4]([C:8]([OH:10])=O)=[C:5]([CH3:7])[N:6]=1.C(N(C(C)C)CC)(C)C.F[P-](F)(F)(F)(F)F.N1(O[P+](N(C)C)(N(C)C)N(C)C)C2C=CC=CC=2N=N1.[CH2:47]([NH2:54])[C:48]1[CH:53]=[CH:52][CH:51]=[CH:50][CH:49]=1. Product: [CH2:47]([NH:54][C:8]([C:4]1[S:3][C:2]([Br:1])=[N:6][C:5]=1[CH3:7])=[O:10])[C:48]1[CH:53]=[CH:52][CH:51]=[CH:50][CH:49]=1. The catalyst class is: 4. (6) Reactant: [I:1][C:2]1[CH:3]=[C:4]([OH:8])[CH:5]=[CH:6][CH:7]=1.[CH:9](N(CC)C(C)C)(C)C.C[CH2:19][O:20]Cl. Product: [I:1][C:2]1[CH:7]=[CH:6][CH:5]=[C:4]([O:8][CH2:9][O:20][CH3:19])[CH:3]=1. The catalyst class is: 4.